This data is from Peptide-MHC class I binding affinity with 185,985 pairs from IEDB/IMGT. The task is: Regression. Given a peptide amino acid sequence and an MHC pseudo amino acid sequence, predict their binding affinity value. This is MHC class I binding data. (1) The peptide sequence is NLFEKFFPS. The MHC is HLA-A02:02 with pseudo-sequence HLA-A02:02. The binding affinity (normalized) is 0.633. (2) The peptide sequence is HLLCQAFSV. The MHC is HLA-A26:01 with pseudo-sequence HLA-A26:01. The binding affinity (normalized) is 0.0847. (3) The peptide sequence is KLVDFRELNK. The MHC is HLA-A24:02 with pseudo-sequence HLA-A24:02. The binding affinity (normalized) is 0. (4) The binding affinity (normalized) is 0.0847. The MHC is HLA-B46:01 with pseudo-sequence HLA-B46:01. The peptide sequence is KDGTLFYCY. (5) The peptide sequence is LPFHNVHPL. The MHC is HLA-C05:01 with pseudo-sequence HLA-C05:01. The binding affinity (normalized) is 0.0847.